Dataset: Full USPTO retrosynthesis dataset with 1.9M reactions from patents (1976-2016). Task: Predict the reactants needed to synthesize the given product. Given the product [C:12]([C:11]1[CH:17]([C:19]2[CH:26]=[CH:25][C:22]([C:23]#[N:24])=[CH:21][CH:20]=2)[CH:29]([C:30]([N:32]([CH3:34])[CH3:33])=[O:31])[C:27](=[NH:28])[N:9]([C:5]2[CH:6]=[CH:7][CH:8]=[C:3]([C:2]([F:15])([F:16])[F:1])[CH:4]=2)[C:10]=1[CH3:14])#[N:13], predict the reactants needed to synthesize it. The reactants are: [F:1][C:2]([F:16])([F:15])[C:3]1[CH:4]=[C:5]([NH:9][C:10]([CH3:14])=[CH:11][C:12]#[N:13])[CH:6]=[CH:7][CH:8]=1.[CH:17]([C:19]1[CH:26]=[CH:25][C:22]([C:23]#[N:24])=[CH:21][CH:20]=1)=O.[C:27]([CH2:29][C:30]([N:32]([CH3:34])[CH3:33])=[O:31])#[N:28].N1CCCCC1.